This data is from Full USPTO retrosynthesis dataset with 1.9M reactions from patents (1976-2016). The task is: Predict the reactants needed to synthesize the given product. (1) Given the product [Cl:1][C:2]1[CH:10]=[CH:9][C:8]2[N:7]([CH2:11][CH2:12][OH:13])[C:6]3[CH2:17][CH2:18][N:19]([C:22]([O:24][C:25]([CH3:27])([CH3:26])[CH3:28])=[O:23])[CH2:20][CH2:21][C:5]=3[C:4]=2[C:3]=1[Cl:29], predict the reactants needed to synthesize it. The reactants are: [Cl:1][C:2]1[CH:10]=[CH:9][C:8]2[N:7]([CH2:11][C:12](OCC)=[O:13])[C:6]3[CH2:17][CH2:18][N:19]([C:22]([O:24][C:25]([CH3:28])([CH3:27])[CH3:26])=[O:23])[CH2:20][CH2:21][C:5]=3[C:4]=2[C:3]=1[Cl:29].[Li+].[BH4-].[OH-].[Na+].CCOC(C)=O. (2) Given the product [NH2:1][C:2]1[CH2:8][C:7]([C:9]([O:11][CH2:12][CH3:13])=[O:10])=[CH:6][C:5]2[CH:14]=[C:15]([C:24]3[CH:25]=[CH:26][C:21]([O:20][CH3:19])=[CH:22][CH:23]=3)[CH:16]=[CH:17][C:4]=2[N:3]=1, predict the reactants needed to synthesize it. The reactants are: [NH2:1][C:2]1[CH2:8][C:7]([C:9]([O:11][CH2:12][CH3:13])=[O:10])=[CH:6][C:5]2[CH:14]=[C:15](Br)[CH:16]=[CH:17][C:4]=2[N:3]=1.[CH3:19][O:20][C:21]1[CH:26]=[CH:25][C:24](B(O)O)=[CH:23][CH:22]=1.C(=O)([O-])[O-].[Cs+].[Cs+].C1(C)C=CC=CC=1. (3) Given the product [CH3:31][C:22]1[CH:27]=[CH:26][CH:25]=[CH:24][C:23]=1[C:2]1[S:6][C:5]([S:7]([NH:10][C:11]2[CH:16]=[CH:15][CH:14]=[C:13]([C:17]3[NH:21][N:20]=[N:19][N:18]=3)[CH:12]=2)(=[O:9])=[O:8])=[CH:4][CH:3]=1, predict the reactants needed to synthesize it. The reactants are: Br[C:2]1[S:6][C:5]([S:7]([NH:10][C:11]2[CH:16]=[CH:15][CH:14]=[C:13]([C:17]3[NH:21][N:20]=[N:19][N:18]=3)[CH:12]=2)(=[O:9])=[O:8])=[CH:4][CH:3]=1.[C:22]1([CH3:31])[CH:27]=[CH:26][CH:25]=[CH:24][C:23]=1B(O)O. (4) Given the product [CH2:1]([O:5][C:6]([C:8]1[N:9]=[C:10]([O:27][C:24]2[CH:25]=[CH:26][C:21]([F:20])=[CH:22][CH:23]=2)[C:11]2[C:16]([C:17]=1[OH:18])=[CH:15][CH:14]=[CH:13][CH:12]=2)=[O:7])[CH2:2][CH2:3][CH3:4], predict the reactants needed to synthesize it. The reactants are: [CH2:1]([O:5][C:6]([C:8]1[N:9]=[C:10](Cl)[C:11]2[C:16]([C:17]=1[OH:18])=[CH:15][CH:14]=[CH:13][CH:12]=2)=[O:7])[CH2:2][CH2:3][CH3:4].[F:20][C:21]1[CH:26]=[CH:25][C:24]([OH:27])=[CH:23][CH:22]=1. (5) The reactants are: Cl.[Cl:2][C:3]1[CH:4]=[C:5]([NH:9]N)[CH:6]=[CH:7][CH:8]=1.[Br:11][C:12]1[CH:13]=[C:14]([S:18][CH2:19][C:20](=O)[CH3:21])[CH:15]=[N:16][CH:17]=1.Cl.CCOCC. Given the product [Br:11][C:12]1[CH:13]=[C:14]([S:18][C:19]2[C:6]3[C:5](=[CH:4][C:3]([Cl:2])=[CH:8][CH:7]=3)[NH:9][C:20]=2[CH3:21])[CH:15]=[N:16][CH:17]=1, predict the reactants needed to synthesize it. (6) Given the product [C:26]([O-:28])(=[O:27])[CH3:25].[NH4+:3].[F:53][C:34]1[C:35]2[N:36]([N:39]=[C:40]([C:46]3[CH:47]=[CH:48][C:49]([F:52])=[CH:50][CH:51]=3)[C:41]=2[C:42]([NH:43][CH3:44])=[O:45])[CH:37]=[CH:38][C:33]=1[C:30]1[CH:29]=[C:25]([C:26](=[O:27])[NH:12][C:9]2([C:4]3[CH:5]=[CH:6][CH:7]=[CH:8][N:3]=3)[CH2:11][CH2:10]2)[CH:24]=[C:23]([F:22])[C:31]=1[CH3:32], predict the reactants needed to synthesize it. The reactants are: Cl.Cl.[N:3]1[CH:8]=[CH:7][CH:6]=[CH:5][C:4]=1[C:9]1([NH2:12])[CH2:11][CH2:10]1.C(N(C(C)C)CC)(C)C.[F:22][C:23]1[CH:24]=[C:25]([CH:29]=[C:30]([C:33]2[CH:38]=[CH:37][N:36]3[N:39]=[C:40]([C:46]4[CH:51]=[CH:50][C:49]([F:52])=[CH:48][CH:47]=4)[C:41]([C:42](=[O:45])[NH:43][CH3:44])=[C:35]3[C:34]=2[F:53])[C:31]=1[CH3:32])[C:26]([OH:28])=[O:27].CN(C(ON1N=NC2C=CC=NC1=2)=[N+](C)C)C.F[P-](F)(F)(F)(F)F. (7) Given the product [OH:34][C@H:24]([CH2:25][O:26][C:27]1[CH:32]=[CH:31][C:30]([OH:33])=[CH:29][CH:28]=1)[CH2:23][NH:22][CH:6]1[CH2:5][CH2:4][N:3]([C:8]2[CH:21]=[CH:20][C:11]([CH:12]=[C:13]3[S:17][C:16](=[O:18])[NH:15][C:14]3=[O:19])=[CH:10][CH:9]=2)[CH2:2][CH2:7]1, predict the reactants needed to synthesize it. The reactants are: O=[C:2]1[CH2:7][CH2:6][CH2:5][CH2:4][N:3]1[C:8]1[CH:21]=[CH:20][C:11]([CH:12]=[C:13]2[S:17][C:16](=[O:18])[NH:15][C:14]2=[O:19])=[CH:10][CH:9]=1.[NH2:22][CH2:23][C@H:24]([OH:34])[CH2:25][O:26][C:27]1[CH:32]=[CH:31][C:30]([OH:33])=[CH:29][CH:28]=1.